From a dataset of Forward reaction prediction with 1.9M reactions from USPTO patents (1976-2016). Predict the product of the given reaction. (1) Given the reactants [O-:1][CH2:2][CH3:3].[Na+].[C:5](CC(OCC)=O)#[N:6].[CH2:13]([NH:16][C:17]([NH2:19])=[O:18])[CH2:14][CH3:15], predict the reaction product. The product is: [NH2:6][C:5]1[N:16]([CH2:13][CH2:14][CH3:15])[C:17](=[O:18])[NH:19][C:2](=[O:1])[CH:3]=1. (2) Given the reactants [Br:1][C:2]1[CH:3]=[C:4]2[C:11]3([C:15](=[O:16])[NH:14][C:13](=O)[NH:12]3)[CH2:10][CH:9]([C:18]3[CH:23]=[CH:22][CH:21]=[CH:20][CH:19]=3)[O:8][C:5]2=[CH:6][CH:7]=1.COC1C=CC(P2(SP(C3C=CC(OC)=CC=3)(=S)S2)=[S:33])=CC=1, predict the reaction product. The product is: [Br:1][C:2]1[CH:3]=[C:4]2[C:11]3([C:15](=[O:16])[NH:14][C:13](=[S:33])[NH:12]3)[CH2:10][CH:9]([C:18]3[CH:23]=[CH:22][CH:21]=[CH:20][CH:19]=3)[O:8][C:5]2=[CH:6][CH:7]=1. (3) Given the reactants [CH3:1][C:2]1([N:14]2[CH2:19][CH2:18][C:17](=O)[CH2:16][CH2:15]2)[CH2:6][CH2:5][N:4]([C:7]([O:9][C:10]([CH3:13])([CH3:12])[CH3:11])=[O:8])[CH2:3]1.[NH3:21].[BH4-].[Na+].[OH-].[Na+], predict the reaction product. The product is: [NH2:21][CH:17]1[CH2:18][CH2:19][N:14]([C:2]2([CH3:1])[CH2:6][CH2:5][N:4]([C:7]([O:9][C:10]([CH3:13])([CH3:12])[CH3:11])=[O:8])[CH2:3]2)[CH2:15][CH2:16]1.